Dataset: Full USPTO retrosynthesis dataset with 1.9M reactions from patents (1976-2016). Task: Predict the reactants needed to synthesize the given product. (1) Given the product [C:1]([C:4]1[CH:5]=[N:6][C:7]2[C:12]([C:13]=1[Cl:20])=[CH:11][CH:10]=[CH:9][C:8]=2[N+:15]([O-:17])=[O:16])(=[O:2])[NH2:22], predict the reactants needed to synthesize it. The reactants are: [C:1]([CH:4]1[C:13](=O)[C:12]2[C:7](=[C:8]([N+:15]([O-:17])=[O:16])[CH:9]=[CH:10][CH:11]=2)[N:6]=[CH:5]1)(O)=[O:2].S(Cl)([Cl:20])=O.[NH3:22]. (2) Given the product [Cl:27][C:25]1[CH:24]=[CH:23][C:20]2[S:21][CH:22]=[C:18]([CH2:17][N:1]3[C:9]4[C:4](=[CH:5][CH:6]=[CH:7][CH:8]=4)[C:3]([CH2:10][C:11]([OH:13])=[O:12])=[CH:2]3)[C:19]=2[CH:26]=1, predict the reactants needed to synthesize it. The reactants are: [NH:1]1[C:9]2[C:4](=[CH:5][CH:6]=[CH:7][CH:8]=2)[C:3]([CH2:10][C:11]([OH:13])=[O:12])=[CH:2]1.[H-].[Na+].Br[CH2:17][C:18]1[C:19]2[CH:26]=[C:25]([Cl:27])[CH:24]=[CH:23][C:20]=2[S:21][CH:22]=1.